Dataset: Catalyst prediction with 721,799 reactions and 888 catalyst types from USPTO. Task: Predict which catalyst facilitates the given reaction. (1) Reactant: [C:1]([C:5]1[CH:6]=[C:7]([C:12]2[N:16]([CH2:17][CH:18]3[CH2:23][CH2:22][CH2:21][CH2:20][CH2:19]3)[C:15]([CH3:24])=[C:14]([C:25]([NH:27][CH:28]3[CH2:33][CH2:32][O:31][CH2:30][CH2:29]3)=[O:26])[CH:13]=2)[CH:8]=[CH:9][C:10]=1[OH:11])([CH3:4])([CH3:3])[CH3:2].[O:34](S(C(F)(F)F)(=O)=O)[S:35]([C:38]([F:41])([F:40])[F:39])(=O)=[O:36]. Product: [F:39][C:38]([F:41])([F:40])[S:35]([O:11][C:10]1[CH:9]=[CH:8][C:7]([C:12]2[N:16]([CH2:17][CH:18]3[CH2:23][CH2:22][CH2:21][CH2:20][CH2:19]3)[C:15]([CH3:24])=[C:14]([C:25](=[O:26])[NH:27][CH:28]3[CH2:29][CH2:30][O:31][CH2:32][CH2:33]3)[CH:13]=2)=[CH:6][C:5]=1[C:1]([CH3:4])([CH3:2])[CH3:3])(=[O:36])=[O:34]. The catalyst class is: 64. (2) Product: [F:25][C:17]1[CH:16]=[C:15]([C:7]2[CH:8]=[CH:9][C:10]([O:11][CH:12]([CH3:14])[CH3:13])=[C:5]([C:3]([OH:4])=[O:2])[CH:6]=2)[CH:20]=[C:19]([C:21](=[O:24])[NH:22][CH3:23])[CH:18]=1. The catalyst class is: 5. Reactant: C[O:2][C:3]([C:5]1[CH:6]=[C:7]([C:15]2[CH:20]=[C:19]([C:21](=[O:24])[NH:22][CH3:23])[CH:18]=[C:17]([F:25])[CH:16]=2)[CH:8]=[CH:9][C:10]=1[O:11][CH:12]([CH3:14])[CH3:13])=[O:4].[OH-].[K+]. (3) Reactant: CC1(C)C(C)(C)OB([C:9]2[CH:10]=[N:11][N:12]([CH2:14][O:15][CH2:16][CH2:17][Si:18]([CH3:21])([CH3:20])[CH3:19])[CH:13]=2)O1.Br[C:24]1[CH:25]=[C:26]([CH:29]=[CH:30][CH:31]=1)[C:27]#[N:28].C1(C)C=CC=CC=1.C(O)C.C(=O)([O-])[O-].[Na+].[Na+].O. The catalyst class is: 73. Product: [CH3:21][Si:18]([CH3:19])([CH3:20])[CH2:17][CH2:16][O:15][CH2:14][N:12]1[CH:13]=[C:9]([C:24]2[CH:25]=[C:26]([CH:29]=[CH:30][CH:31]=2)[C:27]#[N:28])[CH:10]=[N:11]1. (4) Reactant: [CH2:1]([C@@H:8]1[CH2:13][NH:12][CH2:11][CH2:10][N:9]1[C:14](=[O:38])[CH2:15][CH2:16][C:17]1[CH:36]=[C:35](C)[CH:34]=[CH:33][C:18]=1[O:19][C:20]1[CH:31]=[CH:30][C:29](C)=[CH:28][C:21]=1CCNC(=O)C)[C:2]1[CH:7]=[CH:6][CH:5]=[CH:4][CH:3]=1.[N:39]1[CH:44]=CC=C[CH:40]=1. Product: [CH2:1]([C@@H:8]1[CH2:13][NH:12][CH2:11][CH2:10][N:9]1[C:14](=[O:38])[CH2:15][CH2:16][C:17]1[CH:36]=[CH:35][CH:34]=[CH:33][C:18]=1[O:19][C:20]1[CH:31]=[CH:30][CH:29]=[C:28]([N:39]([CH3:44])[CH3:40])[CH:21]=1)[C:2]1[CH:3]=[CH:4][CH:5]=[CH:6][CH:7]=1. The catalyst class is: 221. (5) The catalyst class is: 85. Product: [ClH:22].[N:1]1([CH2:6][C:7]2[CH:8]=[CH:9][C:10]([CH2:11][N:12]3[CH:16]=[C:15]([C:17]([NH:24][CH2:25][C:26]4[CH:27]=[CH:28][C:29]([C:30](=[NH:31])[NH2:32])=[CH:33][CH:34]=4)=[O:19])[CH:14]=[N:13]3)=[CH:20][CH:21]=2)[CH:5]=[CH:4][CH:3]=[N:2]1. Reactant: [N:1]1([CH2:6][C:7]2[CH:21]=[CH:20][C:10]([CH2:11][N:12]3[CH:16]=[C:15]([C:17]([OH:19])=O)[CH:14]=[N:13]3)=[CH:9][CH:8]=2)[CH:5]=[CH:4][CH:3]=[N:2]1.[ClH:22].Cl.[NH2:24][CH2:25][C:26]1[CH:34]=[CH:33][C:29]([C:30]([NH2:32])=[NH:31])=[CH:28][CH:27]=1.CCN(C(C)C)C(C)C.CN(C(ON1N=NC2C=CC=CC1=2)=[N+](C)C)C.F[P-](F)(F)(F)(F)F.